This data is from Full USPTO retrosynthesis dataset with 1.9M reactions from patents (1976-2016). The task is: Predict the reactants needed to synthesize the given product. (1) Given the product [CH3:1][N:2]1[C:6]([C:7]2[S:11][C:10]([NH:38][C:41]([O:54][C:50]([CH3:53])([CH3:52])[CH3:51])=[O:26])=[CH:9][CH:8]=2)=[CH:5][C:4]([C:15]([F:16])([F:17])[F:18])=[N:3]1, predict the reactants needed to synthesize it. The reactants are: [CH3:1][N:2]1[C:6]([C:7]2[S:11][C:10](C(O)=O)=[CH:9][CH:8]=2)=[CH:5][C:4]([C:15]([F:18])([F:17])[F:16])=[N:3]1.C1(P(N=[N+]=[N-])(C2C=CC=CC=2)=[O:26])C=CC=CC=1.C([N:38]([CH2:41]C)CC)C.C1(C)C=CC=CC=1.[C:50]([OH:54])([CH3:53])([CH3:52])[CH3:51]. (2) Given the product [CH3:9][C:5]1[CH:4]=[C:3]([CH:2]([C:10]2[CH:15]=[CH:14][CH:13]=[C:12]([CH3:16])[CH:11]=2)[N:20]2[CH:21]=[CH:22][CH:23]=[C:24]([C:25]([O:27][CH3:28])=[O:26])[C:19]2=[O:18])[CH:8]=[CH:7][CH:6]=1, predict the reactants needed to synthesize it. The reactants are: Br[CH:2]([C:10]1[CH:11]=[C:12]([CH3:16])[CH:13]=[CH:14][CH:15]=1)[C:3]1[CH:4]=[C:5]([CH3:9])[CH:6]=[CH:7][CH:8]=1.Cl.[O:18]=[C:19]1[C:24]([C:25]([O:27][CH3:28])=[O:26])=[CH:23][CH:22]=[CH:21][NH:20]1.[H-].[Na+]. (3) Given the product [F:12][C:13]([F:26])([F:25])[S:14]([O:1][C:2]1[CH:10]=[CH:9][CH:8]=[C:7]2[C:3]=1[CH2:4][CH2:5][C:6]2=[O:11])(=[O:16])=[O:15], predict the reactants needed to synthesize it. The reactants are: [OH:1][C:2]1[CH:10]=[CH:9][CH:8]=[C:7]2[C:3]=1[CH2:4][CH2:5][C:6]2=[O:11].[F:12][C:13]([F:26])([F:25])[S:14](O[S:14]([C:13]([F:26])([F:25])[F:12])(=[O:16])=[O:15])(=[O:16])=[O:15].O.